This data is from Full USPTO retrosynthesis dataset with 1.9M reactions from patents (1976-2016). The task is: Predict the reactants needed to synthesize the given product. (1) Given the product [Cl:1][C:2]1[CH:3]=[C:4]([C:9]([OH:22])([CH2:27][N+:24]([O-:26])=[O:25])[C:10]([F:13])([F:11])[F:12])[CH:5]=[C:6]([Cl:8])[CH:7]=1, predict the reactants needed to synthesize it. The reactants are: [Cl:1][C:2]1[CH:3]=[C:4]([CH2:9][C:10]([F:13])([F:12])[F:11])[CH:5]=[C:6]([Cl:8])[CH:7]=1.C(=O)([O-])[O-].[K+].[K+].C(O)(=[O:22])C.[N+:24]([CH3:27])([O-:26])=[O:25]. (2) Given the product [Br:17][C:3]1[C:4]2[C:5](=[CH:6][N:7]=[C:8]([C:10](=[O:12])[CH3:11])[CH:9]=2)[S:1][CH:2]=1, predict the reactants needed to synthesize it. The reactants are: [S:1]1[C:5]2=[CH:6][N:7]=[C:8]([C:10](=[O:12])[CH3:11])[CH:9]=[C:4]2[CH:3]=[CH:2]1.C(=O)(O)[O-].[Br:17]Br. (3) Given the product [N:43]1([CH2:6][CH2:7][O:8][C@H:9]2[CH2:14][CH2:13][C@H:12]([N:15]3[C:20](=[O:21])[C:19]([CH2:22][C:23]4[CH:24]=[CH:25][C:26]([C:29]5[C:30]([C:35]#[N:36])=[CH:31][CH:32]=[CH:33][CH:34]=5)=[CH:27][CH:28]=4)=[C:18]([CH2:37][CH2:38][CH3:39])[N:17]4[N:40]=[CH:41][N:42]=[C:16]34)[CH2:11][CH2:10]2)[CH:47]=[CH:46][N:45]=[CH:44]1, predict the reactants needed to synthesize it. The reactants are: CS(O[CH2:6][CH2:7][O:8][C@H:9]1[CH2:14][CH2:13][C@H:12]([N:15]2[C:20](=[O:21])[C:19]([CH2:22][C:23]3[CH:28]=[CH:27][C:26]([C:29]4[CH:34]=[CH:33][CH:32]=[CH:31][C:30]=4[C:35]#[N:36])=[CH:25][CH:24]=3)=[C:18]([CH2:37][CH2:38][CH3:39])[N:17]3[N:40]=[CH:41][N:42]=[C:16]23)[CH2:11][CH2:10]1)(=O)=O.[NH:43]1[CH:47]=[CH:46][N:45]=[CH:44]1.CN(C)C=O.[H-].[Na+]. (4) The reactants are: [CH3:1][O:2][C:3]1[CH:8]=[CH:7][C:6]([N:9]2[C:13]3[C:14](=[O:24])[N:15]([CH2:18][CH2:19][CH2:20][CH2:21][C:22]#[N:23])[CH2:16][CH2:17][C:12]=3[C:11]([C:25]([F:28])([F:27])[F:26])=[N:10]2)=[CH:5][CH:4]=1.Cl.[NH2:30][OH:31].C(N(CC)CC)C. Given the product [OH:31][NH:30][C:22](=[NH:23])[CH2:21][CH2:20][CH2:19][CH2:18][N:15]1[CH2:16][CH2:17][C:12]2[C:11]([C:25]([F:28])([F:26])[F:27])=[N:10][N:9]([C:6]3[CH:7]=[CH:8][C:3]([O:2][CH3:1])=[CH:4][CH:5]=3)[C:13]=2[C:14]1=[O:24], predict the reactants needed to synthesize it. (5) Given the product [Br:1][C:2]1[C:3]2[C:7]([CH:8]=[CH:9][C:10]=1[CH3:11])=[N:6][N:5]1[C:21]([CH:23]3[CH2:28][CH2:27][N:26]([C:29]([O:31][C:32]([CH3:35])([CH3:34])[CH3:33])=[O:30])[CH2:25][CH2:24]3)=[CH:17][C:16](=[O:15])[NH:12][C:4]=21, predict the reactants needed to synthesize it. The reactants are: [Br:1][C:2]1[C:10]([CH3:11])=[CH:9][CH:8]=[C:7]2[C:3]=1[C:4]([NH2:12])=[N:5][NH:6]2.CC1(C)OC(=O)[CH:17]([C:21]([CH:23]2[CH2:28][CH2:27][N:26]([C:29]([O:31][C:32]([CH3:35])([CH3:34])[CH3:33])=[O:30])[CH2:25][CH2:24]2)=O)[C:16](=O)[O:15]1.P([O-])([O-])([O-])=O.[K+].[K+].[K+]. (6) The reactants are: [CH3:1][O:2][C:3]1[C:12]2[CH2:11][CH2:10][C@H:9]3[C@H:13]([CH3:20])[C:14]4[O:18][N:17]=[CH:16][C:15]=4[CH2:19][C@:8]3([C:21]3[CH:26]=[CH:25][CH:24]=[CH:23][CH:22]=3)[C:7]=2[N:6]=[C:5]([CH3:27])[N:4]=1.C[O-].[Na+]. Given the product [CH3:1][O:2][C:3]1[C:12]2[CH2:11][CH2:10][C@H:9]3[C@H:13]([CH3:20])[C:14](=[O:18])[CH:15]([C:16]#[N:17])[CH2:19][C@:8]3([C:21]3[CH:22]=[CH:23][CH:24]=[CH:25][CH:26]=3)[C:7]=2[N:6]=[C:5]([CH3:27])[N:4]=1, predict the reactants needed to synthesize it.